Dataset: Reaction yield outcomes from USPTO patents with 853,638 reactions. Task: Predict the reaction yield, written as a fraction of the theoretical maximum amount of product (1.0 means a 100% yield; for example, 0.34 means a 34% yield). (1) The reactants are Cl.[CH3:2][NH:3][O:4][CH3:5].CCN(C(C)C)C(C)C.C[Al](C)C.[F:19][C:20]1[CH:25]=[C:24]([I:26])[CH:23]=[CH:22][C:21]=1[N:27]1[CH:32]=[C:31]([O:33][CH3:34])[C:30](=[O:35])[C:29]([C:36]([O:38]C)=O)=[N:28]1. The catalyst is C(Cl)Cl. The product is [F:19][C:20]1[CH:25]=[C:24]([I:26])[CH:23]=[CH:22][C:21]=1[N:27]1[CH:32]=[C:31]([O:33][CH3:34])[C:30](=[O:35])[C:29]([C:36]([N:3]([O:4][CH3:5])[CH3:2])=[O:38])=[N:28]1. The yield is 0.770. (2) The reactants are C(C1C(C(C)C)=[C:6]2N(C=1)N=[CH:9][N:8]=[C:7]2[NH:13]C1C=CC(C)=C(C=1)C(NOC)=O)(=O)C.Cl.CN(C)[CH2:32][CH2:33][CH2:34]N=C=NCC.C1C=CC2N([OH:50])N=NC=2C=1.C([N:53]([CH2:56][CH3:57])[CH2:54][CH3:55])C.N.C[N:60](C)[CH:61]=[O:62]. No catalyst specified. The product is [CH3:6][C:7]1[NH:8][C:9](=[O:50])[C:56]2=[C:57]([CH:33]([CH3:32])[CH3:34])[C:55]([C:61]([NH2:60])=[O:62])=[CH:54][N:53]2[N:13]=1. The yield is 0.590.